From a dataset of Full USPTO retrosynthesis dataset with 1.9M reactions from patents (1976-2016). Predict the reactants needed to synthesize the given product. (1) Given the product [CH3:13][C:14]1[O:18][C:17]([CH2:19][NH:20][C:2]2[CH:11]=[CH:10][C:9]3[C:4](=[CH:5][CH:6]=[C:7]([NH:27][CH2:26][C:25]4[CH:28]=[CH:29][CH:30]=[CH:31][C:24]=4[O:23][C:22]([F:21])([F:32])[F:33])[CH:8]=3)[N:3]=2)=[CH:16][CH:15]=1, predict the reactants needed to synthesize it. The reactants are: Cl[C:2]1[CH:11]=[CH:10][C:9]2[C:4](=[CH:5][CH:6]=[C:7](Cl)[CH:8]=2)[N:3]=1.[CH3:13][C:14]1[O:18][C:17]([CH2:19][NH2:20])=[CH:16][CH:15]=1.[F:21][C:22]([F:33])([F:32])[O:23][C:24]1[CH:31]=[CH:30][CH:29]=[CH:28][C:25]=1[CH2:26][NH2:27]. (2) Given the product [Cl:19][C:4]1[C:5]([C:8]([F:10])([F:11])[F:9])=[N:6][NH:7][C:3]=1[CH2:1][CH3:2], predict the reactants needed to synthesize it. The reactants are: [CH2:1]([C:3]1[NH:7][N:6]=[C:5]([C:8]([F:11])([F:10])[F:9])[CH:4]=1)[CH3:2].C1C(=O)N([Cl:19])C(=O)C1.